Dataset: Reaction yield outcomes from USPTO patents with 853,638 reactions. Task: Predict the reaction yield, written as a fraction of the theoretical maximum amount of product (1.0 means a 100% yield; for example, 0.34 means a 34% yield). (1) The reactants are Cl.Cl.[F:3][CH2:4][CH2:5][O:6][C:7]1[CH:8]=[C:9]([N:14]2[CH2:19][CH2:18][NH:17][CH2:16][CH2:15]2)[CH:10]=[CH:11][C:12]=1[Cl:13].[NH:20]1[CH:24]=[CH:23][N:22]=[C:21]1[C:25]1[C:33]2[C:28](=[N:29][CH:30]=[CH:31][CH:32]=2)[N:27]([CH2:34][C:35](O)=[O:36])[N:26]=1.CN(C(ON1N=NC2C=CC=CC1=2)=[N+](C)C)C.F[P-](F)(F)(F)(F)F.CCN(C(C)C)C(C)C. The catalyst is CCOC(C)=O.CN(C=O)C. The product is [NH:20]1[CH:24]=[CH:23][N:22]=[C:21]1[C:25]1[C:33]2[C:28](=[N:29][CH:30]=[CH:31][CH:32]=2)[N:27]([CH2:34][C:35]([N:17]2[CH2:18][CH2:19][N:14]([C:9]3[CH:10]=[CH:11][C:12]([Cl:13])=[C:7]([O:6][CH2:5][CH2:4][F:3])[CH:8]=3)[CH2:15][CH2:16]2)=[O:36])[N:26]=1. The yield is 0.200. (2) The reactants are [C:1]([O:5][C:6]([N:8]1[C@H:12]([CH:13]=[O:14])[CH2:11][O:10][C:9]1([CH3:16])[CH3:15])=[O:7])([CH3:4])([CH3:3])[CH3:2].[BH4-].[Na+].O. The catalyst is O1CCCC1.C(O)(C)C.Cl. The product is [C:1]([O:5][C:6]([N:8]1[C@H:12]([CH2:13][OH:14])[CH2:11][O:10][C:9]1([CH3:16])[CH3:15])=[O:7])([CH3:4])([CH3:3])[CH3:2]. The yield is 0.930. (3) The reactants are Br[C:2]1[CH:3]=[C:4]([C:15]([O:17]C)=[O:16])[C:5]2[C:6]([CH3:14])=[CH:7][N:8]([CH:11]([CH3:13])[CH3:12])[C:9]=2[CH:10]=1.[CH3:19][S:20]([OH:22])=[O:21].CNCCNC. The yield is 0.250. The product is [CH:11]([N:8]1[C:9]2[CH:10]=[C:2]([S:20]([CH3:19])(=[O:22])=[O:21])[CH:3]=[C:4]([C:15]([OH:17])=[O:16])[C:5]=2[C:6]([CH3:14])=[CH:7]1)([CH3:13])[CH3:12]. The catalyst is CS(C)=O. (4) The reactants are [CH:1]([N:4]1[C:13]2[C:8](=[CH:9][C:10]([CH3:14])=[CH:11][CH:12]=2)[N:7]([CH:15]([CH3:17])[CH3:16])[CH2:6][CH2:5]1)([CH3:3])[CH3:2].[Br-:18].[Br-].[Br-].C([N+](CCCC)(CCCC)CCCC)CCC.C([N+](CCCC)(CCCC)CCCC)CCC.C([N+](CCCC)(CCCC)CCCC)CCC. The catalyst is ClCCl. The product is [Br:18][C:11]1[CH:12]=[C:13]2[C:8]([N:7]([CH:15]([CH3:17])[CH3:16])[CH2:6][CH2:5][N:4]2[CH:1]([CH3:3])[CH3:2])=[CH:9][C:10]=1[CH3:14]. The yield is 0.700. (5) The reactants are [Cl:1][C:2]1[CH:7]=[CH:6][C:5]([B:8]2[O:16][C:13]([CH3:15])([CH3:14])[C:10]([CH3:12])([CH3:11])[O:9]2)=[C:4]([CH3:17])[CH:3]=1.C1C(=O)N([Br:25])C(=O)C1.CC(N=NC(C#N)(C)C)(C#N)C.C1(=O)NC(=O)CC1. The catalyst is C(Cl)(Cl)(Cl)Cl. The product is [Br:25][CH2:17][C:4]1[CH:3]=[C:2]([Cl:1])[CH:7]=[CH:6][C:5]=1[B:8]1[O:16][C:13]([CH3:15])([CH3:14])[C:10]([CH3:11])([CH3:12])[O:9]1. The yield is 0.990. (6) The product is [C:70]([O:69][C:65](=[O:68])[CH:66]=[CH:67][C:2]1[CH:19]=[CH:18][C:17]([OH:20])=[CH:16][C:3]=1[CH2:4][N:5]1[C:13](=[O:14])[C:12]2[C:7](=[CH:8][CH:9]=[CH:10][CH:11]=2)[C:6]1=[O:15])([CH3:73])([CH3:72])[CH3:71]. The reactants are Br[C:2]1[CH:19]=[CH:18][C:17]([O:20][Si](C(C)(C)C)(C)C)=[CH:16][C:3]=1[CH2:4][N:5]1[C:13](=[O:14])[C:12]2[C:7](=[CH:8][CH:9]=[CH:10][CH:11]=2)[C:6]1=[O:15].C(#N)CC.C1(C)C=CC=CC=1P(C1C=CC=CC=1C)C1C=CC=CC=1C.C(N(C(C)C)CC)(C)C.N#N.[C:65]([O:69][C:70]([CH3:73])([CH3:72])[CH3:71])(=[O:68])[CH:66]=[CH2:67].[F-].C([N+](CCCC)(CCCC)CCCC)CCC. The catalyst is C([O-])(=O)C.[Pd+2].C([O-])(=O)C. The yield is 0.868.